Dataset: Full USPTO retrosynthesis dataset with 1.9M reactions from patents (1976-2016). Task: Predict the reactants needed to synthesize the given product. (1) Given the product [F:1][C:2]1[CH:7]=[CH:6][C:5]([C:8]([C:9]2[N:18]=[C:17]([OH:19])[C:16]3[C:11](=[CH:12][C:13]([C:20]([F:22])([F:21])[F:23])=[CH:14][CH:15]=3)[N:10]=2)=[O:24])=[CH:4][CH:3]=1, predict the reactants needed to synthesize it. The reactants are: [F:1][C:2]1[CH:7]=[CH:6][C:5]([CH:8]([OH:24])[C:9]2[N:18]=[C:17]([OH:19])[C:16]3[C:11](=[CH:12][C:13]([C:20]([F:23])([F:22])[F:21])=[CH:14][CH:15]=3)[N:10]=2)=[CH:4][CH:3]=1.CC(OI1(OC(C)=O)(OC(C)=O)OC(=O)C2C=CC=CC1=2)=O.C(=O)(O)[O-].[Na+]. (2) Given the product [CH3:30][C:26]1([CH3:31])[NH:27][C:28](=[O:29])[C:9]2[CH:8]([C:5]3[CH:6]=[CH:7][C:2]([C:33]#[N:34])=[CH:3][CH:4]=3)[NH:13][C:12](=[O:14])[N:11]([C:15]3[CH:20]=[CH:19][CH:18]=[C:17]([C:21]([F:23])([F:24])[F:22])[CH:16]=3)[C:10]=2[CH2:25]1, predict the reactants needed to synthesize it. The reactants are: Br[C:2]1[CH:7]=[CH:6][C:5]([CH:8]2[NH:13][C:12](=[O:14])[N:11]([C:15]3[CH:20]=[CH:19][CH:18]=[C:17]([C:21]([F:24])([F:23])[F:22])[CH:16]=3)[C:10]3[CH2:25][C:26]([CH3:31])([CH3:30])[NH:27][C:28](=[O:29])[C:9]2=3)=[CH:4][CH:3]=1.O.[CH3:33][N:34](C)C=O. (3) Given the product [O:11]=[C:7]1[C:8]2[C:4](=[CH:3][C:2]([C:54]([O:43][CH2:42][CH3:41])=[O:55])=[CH:10][CH:9]=2)[CH2:5][CH2:6]1, predict the reactants needed to synthesize it. The reactants are: Br[C:2]1[CH:3]=[C:4]2[C:8](=[CH:9][CH:10]=1)[C:7](=[O:11])[CH2:6][CH2:5]2.C1(P(C2C=CC=CC=2)CCCP(C2C=CC=CC=2)C2C=CC=CC=2)C=CC=CC=1.[CH3:41][CH2:42][OH:43].C(N(CC)CC)C.CN([CH:54]=[O:55])C. (4) The reactants are: [CH3:1][O:2][C:3]1[C:11]([CH3:12])=[C:10]2[C:6]([C:7](=[O:13])[O:8][CH2:9]2)=[C:5]([O:14][CH2:15][CH2:16][Si:17]([CH3:20])([CH3:19])[CH3:18])[C:4]=1[CH2:21][CH:22]=[C:23]([CH3:26])[CH:24]=[O:25].[Li+].[BH4-]. Given the product [OH:25][CH2:24][C:23]([CH3:26])=[CH:22][CH2:21][C:4]1[C:5]([O:14][CH2:15][CH2:16][Si:17]([CH3:18])([CH3:20])[CH3:19])=[C:6]2[C:10]([CH2:9][O:8][C:7]2=[O:13])=[C:11]([CH3:12])[C:3]=1[O:2][CH3:1], predict the reactants needed to synthesize it. (5) Given the product [Cl:1][C:2]1[C:20]([Cl:21])=[CH:19][C:5]([C:6]([NH:8][C:9]2[CH:10]=[CH:11][C:12]([C:15]([O:17][CH3:18])=[O:16])=[N:13][CH:14]=2)=[O:7])=[C:4]([O:30][C:27]2[CH:28]=[CH:29][C:24]([F:23])=[CH:25][C:26]=2[O:31][CH3:32])[CH:3]=1, predict the reactants needed to synthesize it. The reactants are: [Cl:1][C:2]1[C:20]([Cl:21])=[CH:19][C:5]([C:6]([NH:8][C:9]2[CH:10]=[CH:11][C:12]([C:15]([O:17][CH3:18])=[O:16])=[N:13][CH:14]=2)=[O:7])=[C:4](F)[CH:3]=1.[F:23][C:24]1[CH:29]=[CH:28][C:27]([OH:30])=[C:26]([O:31][CH3:32])[CH:25]=1.C([O-])([O-])=O.[K+].[K+]. (6) The reactants are: [Br:1][C:2]1[CH:3]=[C:4]([CH:8]=[C:9]([Br:20])[C:10]=1[O:11][CH2:12][C:13]1[CH:18]=[CH:17][CH:16]=[C:15]([Br:19])[CH:14]=1)[C:5]([OH:7])=O.[N+:21]([C:24]1[CH:25]=[C:26]([S:30]([NH2:33])(=[O:32])=[O:31])[CH:27]=[CH:28][CH:29]=1)([O-:23])=[O:22]. Given the product [Br:20][C:9]1[CH:8]=[C:4]([CH:3]=[C:2]([Br:1])[C:10]=1[O:11][CH2:12][C:13]1[CH:18]=[CH:17][CH:16]=[C:15]([Br:19])[CH:14]=1)[C:5]([NH:33][S:30]([C:26]1[CH:27]=[CH:28][CH:29]=[C:24]([N+:21]([O-:23])=[O:22])[CH:25]=1)(=[O:32])=[O:31])=[O:7], predict the reactants needed to synthesize it. (7) Given the product [C:5]([NH2:15])(=[O:6])[C:4]1[CH:8]=[CH:9][CH:10]=[CH:2][CH:3]=1, predict the reactants needed to synthesize it. The reactants are: F[C:2]1[CH:3]=[C:4]([CH:8]=[CH:9][C:10]=1[N+]([O-])=O)[C:5](O)=[O:6].O[N:15]1C2C=CC=CC=2N=N1.CN(C=O)C.C(N=C=NC(C)C)(C)C.